Dataset: Peptide-MHC class I binding affinity with 185,985 pairs from IEDB/IMGT. Task: Regression. Given a peptide amino acid sequence and an MHC pseudo amino acid sequence, predict their binding affinity value. This is MHC class I binding data. (1) The peptide sequence is TTLPVNVAF. The MHC is HLA-A69:01 with pseudo-sequence HLA-A69:01. The binding affinity (normalized) is 0.723. (2) The peptide sequence is ADLRFASEF. The MHC is HLA-B07:02 with pseudo-sequence HLA-B07:02. The binding affinity (normalized) is 0.135. (3) The peptide sequence is RFYRTCKL. The MHC is H-2-Kb with pseudo-sequence H-2-Kb. The binding affinity (normalized) is 0.675. (4) The peptide sequence is LFVVYRDSI. The MHC is H-2-Kd with pseudo-sequence H-2-Kd. The binding affinity (normalized) is 0.434. (5) The peptide sequence is ARYGIFLPF. The MHC is HLA-B35:01 with pseudo-sequence HLA-B35:01. The binding affinity (normalized) is 0.377.